Dataset: Catalyst prediction with 721,799 reactions and 888 catalyst types from USPTO. Task: Predict which catalyst facilitates the given reaction. Reactant: [CH3:1][C:2]1[C:7]([NH:8][C:9]([C:11]2[CH:12]=[CH:13][C:14]3[C@@:20]4([CH2:32][CH3:33])[CH2:21][CH2:22][C@:23](O)([C:25]5[CH:30]=[CH:29][CH:28]=[CH:27][CH:26]=5)[CH2:24][C@H:19]4[CH2:18][CH2:17][CH2:16][C:15]=3[CH:34]=2)=[O:10])=[CH:6][CH:5]=[CH:4][N:3]=1.[CH3:35][C:36]1[C:41]([NH:42][C:43]([C:45]2[CH:46]=[CH:47][C:48]3[C@:54]4([CH2:66][CH3:67])[CH2:55][CH2:56][C@@:57](O)([C:59]5[CH:64]=[CH:63][CH:62]=[CH:61][CH:60]=5)[CH2:58][C@@H:53]4[CH2:52][CH2:51][CH2:50][C:49]=3[CH:68]=2)=[O:44])=[CH:40][CH:39]=[CH:38][N:37]=1.CC1C=CC(S(O)(=O)=O)=CC=1. Product: [CH3:1][C:2]1[C:7]([NH:8][C:9]([C:11]2[CH:12]=[CH:13][C:14]3[C@@:20]4([CH2:32][CH3:33])[CH2:21][CH:22]=[C:23]([C:25]5[CH:26]=[CH:27][CH:28]=[CH:29][CH:30]=5)[CH2:24][C@H:19]4[CH2:18][CH2:17][CH2:16][C:15]=3[CH:34]=2)=[O:10])=[CH:6][CH:5]=[CH:4][N:3]=1.[CH3:35][C:36]1[C:41]([NH:42][C:43]([C:45]2[CH:46]=[CH:47][C:48]3[C@:54]4([CH2:66][CH3:67])[CH2:55][CH:56]=[C:57]([C:59]5[CH:60]=[CH:61][CH:62]=[CH:63][CH:64]=5)[CH2:58][C@@H:53]4[CH2:52][CH2:51][CH2:50][C:49]=3[CH:68]=2)=[O:44])=[CH:40][CH:39]=[CH:38][N:37]=1. The catalyst class is: 11.